Dataset: Catalyst prediction with 721,799 reactions and 888 catalyst types from USPTO. Task: Predict which catalyst facilitates the given reaction. (1) Product: [Cl:13][C:14]1[CH:31]=[CH:30][C:17]([CH2:18][N:19]2[C:20]([CH3:29])=[N:21][N:22]=[C:23]2[C@H:24]2[CH2:28][CH2:27][CH2:26][N:25]2[C:9]([NH:8][C:5]2[CH:6]=[CH:7][C:2]([Cl:1])=[CH:3][C:4]=2[F:11])=[O:10])=[CH:16][CH:15]=1. The catalyst class is: 448. Reactant: [Cl:1][C:2]1[CH:7]=[CH:6][C:5]([N:8]=[C:9]=[O:10])=[C:4]([F:11])[CH:3]=1.Cl.[Cl:13][C:14]1[CH:31]=[CH:30][C:17]([CH2:18][N:19]2[C:23]([C@H:24]3[CH2:28][CH2:27][CH2:26][NH:25]3)=[N:22][N:21]=[C:20]2[CH3:29])=[CH:16][CH:15]=1.C(N(CC)C(C)C)(C)C.C([O-])(O)=O.[Na+]. (2) Reactant: [C:1](Cl)([C:14]1[CH:19]=[CH:18][CH:17]=[CH:16][CH:15]=1)([C:8]1[CH:13]=[CH:12][CH:11]=[CH:10][CH:9]=1)[C:2]1[CH:7]=[CH:6][CH:5]=[CH:4][CH:3]=1.[NH:21]1[CH:25]=[C:24]([CH2:26][OH:27])[N:23]=[CH:22]1.C(N(CC)CC)C. Product: [C:1]([N:21]1[CH:25]=[C:24]([CH2:26][OH:27])[N:23]=[CH:22]1)([C:14]1[CH:19]=[CH:18][CH:17]=[CH:16][CH:15]=1)([C:8]1[CH:13]=[CH:12][CH:11]=[CH:10][CH:9]=1)[C:2]1[CH:7]=[CH:6][CH:5]=[CH:4][CH:3]=1. The catalyst class is: 3. (3) Reactant: [CH2:1]([C@H:8]1[CH2:12][O:11][C:10](=[O:13])[NH:9]1)[C:2]1[CH:7]=[CH:6][CH:5]=[CH:4][CH:3]=1.C([Li])CCC.[F:19][C:20]1[CH:25]=[CH:24][C:23]([N:26]2[CH:30]=[CH:29][C:28]([CH2:31][C:32](O)=[O:33])=[CH:27]2)=[CH:22][CH:21]=1.C(N(CC)CC)C.C(Cl)(=O)C(C)(C)C. Product: [CH2:1]([C@H:8]1[CH2:12][O:11][C:10](=[O:13])[N:9]1[C:32](=[O:33])[CH2:31][C:28]1[CH:29]=[CH:30][N:26]([C:23]2[CH:24]=[CH:25][C:20]([F:19])=[CH:21][CH:22]=2)[CH:27]=1)[C:2]1[CH:3]=[CH:4][CH:5]=[CH:6][CH:7]=1. The catalyst class is: 1.